From a dataset of Full USPTO retrosynthesis dataset with 1.9M reactions from patents (1976-2016). Predict the reactants needed to synthesize the given product. (1) Given the product [CH2:15]([O:17][C:18](=[O:19])/[CH:20]=[CH:8]/[C:7]1[CH:10]=[CH:11][C:12]([O:13][CH3:14])=[C:5]([O:4][CH:1]([CH3:3])[CH3:2])[CH:6]=1)[CH3:16], predict the reactants needed to synthesize it. The reactants are: [CH:1]([O:4][C:5]1[CH:6]=[C:7]([CH:10]=[CH:11][C:12]=1[O:13][CH3:14])[CH:8]=O)([CH3:3])[CH3:2].[CH2:15]([O:17][C:18]([CH:20]=P(C1C=CC=CC=1)(C1C=CC=CC=1)C1C=CC=CC=1)=[O:19])[CH3:16]. (2) Given the product [Cl:35][C:27]1[CH:28]=[CH:29][C:30]([N:32]([CH3:34])[CH3:33])=[CH:31][C:26]=1[C:25]1[O:1][C:2]2[C:3]([C:20](=[O:22])[CH:21]=1)=[C:4]([O:18][CH3:19])[CH:5]=[C:6]([O:16][CH3:17])[C:7]=2[C@@H:8]1[CH2:12][CH2:11][N:10]([CH3:13])[C@H:9]1[CH2:14][OH:15], predict the reactants needed to synthesize it. The reactants are: [OH:1][C:2]1[C:7]([C@@H:8]2[CH2:12][CH2:11][N:10]([CH3:13])[C@H:9]2[CH2:14][OH:15])=[C:6]([O:16][CH3:17])[CH:5]=[C:4]([O:18][CH3:19])[C:3]=1[C:20](=[O:22])[CH3:21].CO[C:25](=O)[C:26]1[CH:31]=[C:30]([N:32]([CH3:34])[CH3:33])[CH:29]=[CH:28][C:27]=1[Cl:35].[H-].[Na+]. (3) Given the product [CH3:18][C:13]1([C:10]2[O:11][CH:12]=[C:8]([CH2:6][OH:5])[N:9]=2)[O:17][CH2:16][CH2:15][O:14]1, predict the reactants needed to synthesize it. The reactants are: N#N.C([O:5][C:6]([C:8]1[N:9]=[C:10]([C:13]2([CH3:18])[O:17][CH2:16][CH2:15][O:14]2)[O:11][CH:12]=1)=O)C.[H-].[H-].[H-].[H-].[Li+].[Al+3].[OH-].[Na+]. (4) Given the product [N:8]1([CH:4]2[S:3][CH:2]([NH2:1])[N:6]=[CH:5]2)[CH:12]=[CH:11][CH:10]=[N:9]1, predict the reactants needed to synthesize it. The reactants are: [NH2:1][C:2]1[S:3][C:4](Br)=[CH:5][N:6]=1.[NH:8]1[CH:12]=[CH:11][CH:10]=[N:9]1.C(=O)([O-])[O-].[Cs+].[Cs+].